This data is from TCR-epitope binding with 47,182 pairs between 192 epitopes and 23,139 TCRs. The task is: Binary Classification. Given a T-cell receptor sequence (or CDR3 region) and an epitope sequence, predict whether binding occurs between them. The epitope is FLASKIGRLV. The TCR CDR3 sequence is CASSQGLNEQFF. Result: 0 (the TCR does not bind to the epitope).